This data is from Reaction yield outcomes from USPTO patents with 853,638 reactions. The task is: Predict the reaction yield, written as a fraction of the theoretical maximum amount of product (1.0 means a 100% yield; for example, 0.34 means a 34% yield). (1) The reactants are Br[C:2]1[CH:7]=[CH:6][CH:5]=[CH:4][N:3]=1.C([Li])CCC.CON(C)C([CH:18]1[CH2:23][CH2:22][N:21]([C:24]([O:26][C:27]([CH3:30])([CH3:29])[CH3:28])=[O:25])[CH2:20][CH2:19]1)=O.C1C[O:35][CH2:34]C1. No catalyst specified. The product is [N:3]1[CH:4]=[CH:5][C:6]([C:34]([CH:20]2[CH2:19][CH2:18][CH2:23][CH2:22][N:21]2[C:24]([O:26][C:27]([CH3:28])([CH3:29])[CH3:30])=[O:25])=[O:35])=[CH:7][CH:2]=1. The yield is 0.510. (2) The reactants are Cl.[Br:2][C:3]1[CH:8]=[CH:7][C:6]([CH:9]2[CH2:14][CH2:13][NH:12][CH2:11][CH2:10]2)=[CH:5][CH:4]=1.C(N(CC)CC)C.Cl[C:23]1[N:28]([CH3:29])[C:27](=[O:30])[CH:26]=[C:25]([C:31]2[CH:36]=[CH:35][N:34]=[CH:33][CH:32]=2)[N:24]=1. The catalyst is O1CCCC1. The product is [Br:2][C:3]1[CH:8]=[CH:7][C:6]([CH:9]2[CH2:10][CH2:11][N:12]([C:23]3[N:28]([CH3:29])[C:27](=[O:30])[CH:26]=[C:25]([C:31]4[CH:32]=[CH:33][N:34]=[CH:35][CH:36]=4)[N:24]=3)[CH2:13][CH2:14]2)=[CH:5][CH:4]=1. The yield is 0.930. (3) The reactants are [ClH:1].N[C:3]1[CH:4]=[CH:5][CH:6]=[C:7]2[C:12]=1[NH:11][C:10](=[O:13])[CH:9]=[CH:8]2.N([O-])=O.[Na+].[S:18](=[O:20])=[O:19]. The catalyst is C(O)(=O)C.C(#N)C.O.O.[Cu](Cl)Cl. The product is [O:13]=[C:10]1[CH:9]=[CH:8][C:7]2[C:12](=[C:3]([S:18]([Cl:1])(=[O:20])=[O:19])[CH:4]=[CH:5][CH:6]=2)[NH:11]1. The yield is 0.350. (4) The catalyst is C(Cl)Cl.CS(C)=O. The yield is 0.840. The reactants are [CH2:1]([C@:8]([NH:29][C:30](=[O:36])[O:31][C:32]([CH3:35])([CH3:34])[CH3:33])([CH3:28])[CH:9]([OH:27])[CH2:10][NH:11][C:12](=[O:26])[C:13]1[CH:18]=[C:17]([N:19]([CH3:24])[S:20]([CH3:23])(=[O:22])=[O:21])[N:16]=[C:15]([Cl:25])[CH:14]=1)[C:2]1[CH:7]=[CH:6][CH:5]=[CH:4][CH:3]=1.C(N(CC)CC)C.S(=O)(=O)=O.N1C=CC=CC=1. The product is [CH2:1]([C@:8]([NH:29][C:30](=[O:36])[O:31][C:32]([CH3:35])([CH3:34])[CH3:33])([CH3:28])[C:9](=[O:27])[CH2:10][NH:11][C:12](=[O:26])[C:13]1[CH:18]=[C:17]([N:19]([CH3:24])[S:20]([CH3:23])(=[O:22])=[O:21])[N:16]=[C:15]([Cl:25])[CH:14]=1)[C:2]1[CH:3]=[CH:4][CH:5]=[CH:6][CH:7]=1. (5) The reactants are [F:1][C:2]1[CH:3]=[C:4]([OH:8])[CH:5]=[CH:6][CH:7]=1.CC1C=CC(S(O[CH2:20][CH2:21][CH2:22][NH:23][C:24]2[C:25](=[O:41])[N:26]([C:37]([CH3:40])([CH3:39])[CH3:38])[S:27](=[O:36])(=[O:35])[C:28]=2[C:29]2[CH:34]=[CH:33][CH:32]=[CH:31][CH:30]=2)(=O)=O)=CC=1. No catalyst specified. The product is [C:37]([N:26]1[C:25](=[O:41])[C:24]([NH:23][CH2:22][CH2:21][CH2:20][O:8][C:4]2[CH:5]=[CH:6][CH:7]=[C:2]([F:1])[CH:3]=2)=[C:28]([C:29]2[CH:30]=[CH:31][CH:32]=[CH:33][CH:34]=2)[S:27]1(=[O:35])=[O:36])([CH3:38])([CH3:39])[CH3:40]. The yield is 0.650. (6) The reactants are [C:1]([O:5][C:6](=[O:31])[NH:7][C:8]1([C:12]2[CH:17]=[CH:16][C:15]([C:18](=O)[C:19]([C:24]3[CH:29]=[CH:28][CH:27]=[CH:26][CH:25]=3)=[CH:20]N(C)C)=[CH:14][CH:13]=2)[CH2:11][CH2:10][CH2:9]1)([CH3:4])([CH3:3])[CH3:2].[NH2:32][C:33]1[CH2:38][CH2:37][CH2:36][C:35](=[O:39])[CH:34]=1. The catalyst is C(O)(=O)C. The product is [C:1]([O:5][C:6](=[O:31])[NH:7][C:8]1([C:12]2[CH:13]=[CH:14][C:15]([C:18]3[C:19]([C:24]4[CH:29]=[CH:28][CH:27]=[CH:26][CH:25]=4)=[CH:20][C:34]4[C:35](=[O:39])[CH2:36][CH2:37][CH2:38][C:33]=4[N:32]=3)=[CH:16][CH:17]=2)[CH2:9][CH2:10][CH2:11]1)([CH3:4])([CH3:2])[CH3:3]. The yield is 0.370. (7) The reactants are [NH:1]1[C:9]2[C:4](=[CH:5][CH:6]=[CH:7][CH:8]=2)[C:3]([CH2:10][C:11]([OH:13])=[O:12])=[CH:2]1.O=S(Cl)Cl.[CH3:18][CH2:19]O. No catalyst specified. The product is [CH2:18]([O:12][C:11](=[O:13])[CH2:10][C:3]1[C:4]2[C:9](=[CH:8][CH:7]=[CH:6][CH:5]=2)[NH:1][CH:2]=1)[CH3:19]. The yield is 0.950. (8) The reactants are [CH2:1]([O:8][C:9]1[CH:14]=[CH:13][CH:12]=[CH:11][C:10]=1[S:15](Cl)(=[O:17])=[O:16])[C:2]1[CH:7]=[CH:6][CH:5]=[CH:4][CH:3]=1.[C:19]([O:23][C:24](=[O:35])[CH2:25][C@H:26]([NH2:34])[CH:27]([O:31][CH2:32][CH3:33])[O:28][CH2:29][CH3:30])([CH3:22])([CH3:21])[CH3:20].N1C=CC=CC=1. The catalyst is C(Cl)(Cl)Cl.C(OCC)(=O)C. The product is [C:19]([O:23][C:24](=[O:35])[CH2:25][C@H:26]([NH:34][S:15]([C:10]1[CH:11]=[CH:12][CH:13]=[CH:14][C:9]=1[O:8][CH2:1][C:2]1[CH:7]=[CH:6][CH:5]=[CH:4][CH:3]=1)(=[O:17])=[O:16])[CH:27]([O:31][CH2:32][CH3:33])[O:28][CH2:29][CH3:30])([CH3:21])([CH3:20])[CH3:22]. The yield is 0.910. (9) The reactants are ClC(Cl)(Cl)CO[C:5](=[O:24])[NH:6][C:7]1[N:8]([C:16]2[CH:21]=[CH:20][CH:19]=[C:18]([CH2:22][OH:23])[CH:17]=2)[N:9]=[C:10]([C:12]([CH3:15])([CH3:14])[CH3:13])[CH:11]=1.[CH3:27][C@H:28]1[CH2:33][CH2:32][CH2:31][CH2:30][N:29]1[C:34]1[N:38]2[CH:39]=[C:40]([O:43][C@H:44]3[C:53]4[C:48](=[CH:49][CH:50]=[CH:51][CH:52]=4)[C@@H:47]([NH2:54])[CH2:46][CH2:45]3)[CH:41]=[CH:42][C:37]2=[N:36][N:35]=1.CCN(C(C)C)C(C)C.CO. The catalyst is O1CCOCC1.C(Cl)Cl. The product is [C:12]([C:10]1[CH:11]=[C:7]([NH:6][C:5]([NH:54][C@@H:47]2[C:48]3[C:53](=[CH:52][CH:51]=[CH:50][CH:49]=3)[C@H:44]([O:43][C:40]3[CH:41]=[CH:42][C:37]4[N:38]([C:34]([N:29]5[CH2:30][CH2:31][CH2:32][CH2:33][C@@H:28]5[CH3:27])=[N:35][N:36]=4)[CH:39]=3)[CH2:45][CH2:46]2)=[O:24])[N:8]([C:16]2[CH:21]=[CH:20][CH:19]=[C:18]([CH2:22][OH:23])[CH:17]=2)[N:9]=1)([CH3:14])([CH3:15])[CH3:13]. The yield is 0.720.